Dataset: Reaction yield outcomes from USPTO patents with 853,638 reactions. Task: Predict the reaction yield, written as a fraction of the theoretical maximum amount of product (1.0 means a 100% yield; for example, 0.34 means a 34% yield). (1) The reactants are [Br:1][C:2]1[CH:7]=[C:6]([C:8]([CH3:11])([CH3:10])[CH3:9])[CH:5]=[CH:4][C:3]=1[NH2:12].[N+:13]([O-])([O-:15])=[O:14].[K+]. The catalyst is OS(O)(=O)=O. The product is [Br:1][C:2]1[CH:7]=[C:6]([C:8]([CH3:9])([CH3:11])[CH3:10])[C:5]([N+:13]([O-:15])=[O:14])=[CH:4][C:3]=1[NH2:12]. The yield is 0.780. (2) The reactants are [C:1]([C:4]1[NH:5][C:6]([C:13]2[CH:22]=[CH:21][CH:20]=[C:19]3[C:14]=2[N:15]=[C:16]([NH:24][C:25]([CH3:28])([CH3:27])[CH3:26])[C:17]([CH3:23])=[N:18]3)=[CH:7][C:8]=1[C:9]([O:11]C)=O)(=O)[CH3:2].O.[NH2:30][NH2:31]. The catalyst is C(O)C. The product is [C:25]([NH:24][C:16]1[C:17]([CH3:23])=[N:18][C:19]2[C:14]([N:15]=1)=[C:13]([C:6]1[NH:5][C:4]3[C:1]([CH3:2])=[N:30][NH:31][C:9](=[O:11])[C:8]=3[CH:7]=1)[CH:22]=[CH:21][CH:20]=2)([CH3:27])([CH3:28])[CH3:26]. The yield is 0.240.